The task is: Predict the product of the given reaction.. This data is from Forward reaction prediction with 1.9M reactions from USPTO patents (1976-2016). (1) The product is: [CH3:1][N:2]([CH3:12])[C:3]1[C:10]([CH3:11])=[CH:9][C:22]([C:21]([OH:19])=[O:23])=[CH:5][N:4]=1. Given the reactants [CH3:1][N:2]([CH3:12])[C:3]1[C:10]([CH3:11])=[CH:9]C(C#N)=[CH:5][N:4]=1.[OH-].[Na+].Cl.C1C[O:19]CC1.[CH2:21]([OH:23])[CH3:22], predict the reaction product. (2) Given the reactants Br[CH2:2][C:3]([NH:5][CH2:6][C:7]#[CH:8])=[O:4].[N+:9]([C:12]1[N:13](CC#C)[CH:14]=[CH:15][N:16]=1)([O-:11])=[O:10].C([O-])([O-])=O.[K+].[K+], predict the reaction product. The product is: [N+:9]([C:12]1[N:13]([CH2:2][C:3]([NH:5][CH2:6][C:7]#[CH:8])=[O:4])[CH:14]=[CH:15][N:16]=1)([O-:11])=[O:10]. (3) Given the reactants [Br:1][C:2]1[CH:10]=[CH:9][CH:8]=[CH:7][C:3]=1[C:4]([OH:6])=O.CCN=C=NCCCN(C)C.C1C=CC2N(O)N=NC=2C=1.CN1CCOCC1.[NH2:39][CH2:40][C:41]([NH:43][C@H:44]([B:49]1[O:53][C@@H:52]2[CH2:54][C@@H:55]3[CH2:58][C@H:57]([C@:51]2([CH3:61])[O:50]1)[C:56]3([CH3:60])[CH3:59])[CH2:45][CH:46]([CH3:48])[CH3:47])=[O:42], predict the reaction product. The product is: [Br:1][C:2]1[CH:10]=[CH:9][CH:8]=[CH:7][C:3]=1[C:4]([NH:39][CH2:40][C:41]([NH:43][C@H:44]([B:49]1[O:53][C@@H:52]2[CH2:54][C@@H:55]3[CH2:58][C@H:57]([C@:51]2([CH3:61])[O:50]1)[C:56]3([CH3:59])[CH3:60])[CH2:45][CH:46]([CH3:48])[CH3:47])=[O:42])=[O:6]. (4) Given the reactants C(C1C=CC=C(CC2C=CC=CC=2)C=1O)C=C.C(=O)([O-])[O-].[K+].[K+].[CH2:24](Br)[C:25]1[CH:30]=[CH:29][CH:28]=[CH:27][CH:26]=1.C(C1C=CC(OC)=CC=1OCC1C=CC=CC=1)C=C.C(C1C=CC=C(CC2C=CC=CC=2)C=1OCC1C=CC=CC=1)C=C.[CH2:75]([O:82][C:83]1[CH:88]=[C:87](OC)[CH:86]=[CH:85][C:84]=1[CH2:91][CH:92]([OH:95])[CH2:93][OH:94])[C:76]1[CH:81]=[CH:80][CH:79]=[CH:78][CH:77]=1, predict the reaction product. The product is: [CH2:24]([C:88]1[C:83]([O:82][CH2:75][C:76]2[CH:77]=[CH:78][CH:79]=[CH:80][CH:81]=2)=[C:84]([CH2:91][CH:92]([OH:95])[CH2:93][OH:94])[CH:85]=[CH:86][CH:87]=1)[C:25]1[CH:30]=[CH:29][CH:28]=[CH:27][CH:26]=1. (5) Given the reactants [O:1]1[CH2:5][CH2:4][CH:3]([CH:6]=[O:7])[CH2:2]1.[F-].C([N+](CCCC)(CCCC)CCCC)CCC.[F:26][C:27]([Si](C)(C)C)([F:29])[F:28], predict the reaction product. The product is: [F:26][C:27]([F:29])([F:28])[CH:6]([CH:3]1[CH2:4][CH2:5][O:1][CH2:2]1)[OH:7].